Dataset: Peptide-MHC class I binding affinity with 185,985 pairs from IEDB/IMGT. Task: Regression. Given a peptide amino acid sequence and an MHC pseudo amino acid sequence, predict their binding affinity value. This is MHC class I binding data. (1) The peptide sequence is HQAIISDVL. The MHC is HLA-A02:16 with pseudo-sequence HLA-A02:16. The binding affinity (normalized) is 0.0847. (2) The peptide sequence is PPQATAKYL. The MHC is HLA-B58:01 with pseudo-sequence HLA-B58:01. The binding affinity (normalized) is 0.0847. (3) The peptide sequence is HRYLIRQSM. The MHC is HLA-B27:20 with pseudo-sequence YHTEYREICAKTDESTLYLNYNYYTWAELAYEWY. The binding affinity (normalized) is 1.00. (4) The peptide sequence is RRAARAEYL. The MHC is HLA-A33:01 with pseudo-sequence HLA-A33:01. The binding affinity (normalized) is 0. (5) The peptide sequence is VINYFNRMF. The binding affinity (normalized) is 0.864. The MHC is HLA-A32:01 with pseudo-sequence HLA-A32:01. (6) The peptide sequence is LNFLHRLSV. The MHC is H-2-Db with pseudo-sequence H-2-Db. The binding affinity (normalized) is 0.151. (7) The peptide sequence is YRYLCLIQK. The MHC is HLA-B27:05 with pseudo-sequence HLA-B27:05. The binding affinity (normalized) is 0.688.